From a dataset of Peptide-MHC class II binding affinity with 134,281 pairs from IEDB. Regression. Given a peptide amino acid sequence and an MHC pseudo amino acid sequence, predict their binding affinity value. This is MHC class II binding data. (1) The peptide sequence is PIAPYHFDLSGHAFG. The MHC is HLA-DQA10501-DQB10301 with pseudo-sequence HLA-DQA10501-DQB10301. The binding affinity (normalized) is 0.369. (2) The peptide sequence is YDKFLWNVSTVLTGK. The MHC is DRB1_1302 with pseudo-sequence DRB1_1302. The binding affinity (normalized) is 0.905. (3) The peptide sequence is LSFAAALNGLAGPLH. The MHC is DRB1_0401 with pseudo-sequence DRB1_0401. The binding affinity (normalized) is 1.00.